This data is from Experimentally validated miRNA-target interactions with 360,000+ pairs, plus equal number of negative samples. The task is: Binary Classification. Given a miRNA mature sequence and a target amino acid sequence, predict their likelihood of interaction. The protein sequence of the target gene is MAPPTCRLLSAALVLLLLLATNHQATGAVVASELRCQCLNTLPRVDFETIQSLTVTPPGPHCTQTEVIATLKDGQEVCLNPQGPRLQIIIKKILKSGKSS. The miRNA is mmu-miR-5122 with sequence CCGCGGGACCCGGGGCUGUG. Result: 0 (no interaction).